Dataset: Forward reaction prediction with 1.9M reactions from USPTO patents (1976-2016). Task: Predict the product of the given reaction. (1) Given the reactants [I:1][C:2]1[C:3]2[S:9][CH:8]=[CH:7][C:4]=2[NH:5][N:6]=1.[CH3:10]C([O-])(C)C.[K+].IC, predict the reaction product. The product is: [I:1][C:2]1[C:3]2[S:9][CH:8]=[CH:7][C:4]=2[N:5]([CH3:10])[N:6]=1. (2) Given the reactants F[B-](F)(F)F.[F:6][S:7]([F:19])([F:18])([F:17])([F:16])[C:8]1[CH:13]=[CH:12][C:11]([N+]#N)=[CH:10][CH:9]=1.[C:20]([O:24][CH3:25])(=[O:23])[CH:21]=[CH2:22], predict the reaction product. The product is: [F:6][S:7]([F:19])([F:18])([F:17])([F:16])[C:8]1[CH:13]=[CH:12][C:11](/[CH:22]=[CH:21]/[C:20]([O:24][CH3:25])=[O:23])=[CH:10][CH:9]=1. (3) Given the reactants [Cl:1][C:2]1[CH:3]=[C:4]([C:8]([I:11])=[CH:9][N:10]=1)[C:5](O)=[O:6].ClC1C(CO)=CC(F)=C(Cl)N=1, predict the reaction product. The product is: [Cl:1][C:2]1[CH:3]=[C:4]([CH2:5][OH:6])[C:8]([I:11])=[CH:9][N:10]=1. (4) Given the reactants S(=O)(=O)(O)O.[NH2:6][C:7]1[CH:15]=[CH:14][C:10]([C:11]([OH:13])=[O:12])=[CH:9][CH:8]=1.[CH3:16]O, predict the reaction product. The product is: [CH3:16][O:12][C:11](=[O:13])[C:10]1[CH:14]=[CH:15][C:7]([NH2:6])=[CH:8][CH:9]=1. (5) Given the reactants Br[C:2]1[C:7]([O:8][CH3:9])=[CH:6][C:5]([C:10]([C:12]2[CH:17]=[CH:16][CH:15]=[CH:14][CH:13]=2)=[O:11])=[C:4]([OH:18])[CH:3]=1.[B:19]1([B:19]2[O:23][C:22]([CH3:25])([CH3:24])[C:21]([CH3:27])([CH3:26])[O:20]2)[O:23][C:22]([CH3:25])([CH3:24])[C:21]([CH3:27])([CH3:26])[O:20]1, predict the reaction product. The product is: [OH:18][C:4]1[CH:3]=[C:2]([B:19]2[O:23][C:22]([CH3:25])([CH3:24])[C:21]([CH3:27])([CH3:26])[O:20]2)[C:7]([O:8][CH3:9])=[CH:6][C:5]=1[C:10]([C:12]1[CH:17]=[CH:16][CH:15]=[CH:14][CH:13]=1)=[O:11]. (6) The product is: [Br:1][C:2]1[C:3]([C:15](=[O:17])[NH2:16])=[N:4][N:5]([CH2:7][C:8]([OH:10])=[O:9])[CH:6]=1. Given the reactants [Br:1][C:2]1[C:3]([C:15](=[O:17])[NH2:16])=[N:4][N:5]([CH2:7][C:8]([O:10]C(C)(C)C)=[O:9])[CH:6]=1.C(O)(C(F)(F)F)=O, predict the reaction product. (7) Given the reactants [F:1][CH:2]([F:43])[C:3]1[N:7]([C:8]2[N:13]=[C:12]([N:14]3[CH2:19][CH2:18][O:17][CH2:16][CH2:15]3)[N:11]=[C:10]([N:20]([CH:27]3[CH2:32][CH2:31][N:30]([S:33]([CH3:36])(=[O:35])=[O:34])[CH2:29][CH2:28]3)[CH2:21][CH2:22][CH2:23][N:24]([CH3:26])[CH3:25])[N:9]=2)[C:6]2[CH:37]=[CH:38][CH:39]=[C:40]([O:41][CH3:42])[C:5]=2[N:4]=1.[ClH:44], predict the reaction product. The product is: [ClH:44].[F:43][CH:2]([F:1])[C:3]1[N:7]([C:8]2[N:13]=[C:12]([N:14]3[CH2:15][CH2:16][O:17][CH2:18][CH2:19]3)[N:11]=[C:10]([N:20]([CH:27]3[CH2:28][CH2:29][N:30]([S:33]([CH3:36])(=[O:35])=[O:34])[CH2:31][CH2:32]3)[CH2:21][CH2:22][CH2:23][N:24]([CH3:26])[CH3:25])[N:9]=2)[C:6]2[CH:37]=[CH:38][CH:39]=[C:40]([O:41][CH3:42])[C:5]=2[N:4]=1. (8) Given the reactants [C:1]([O:5][CH2:6][CH2:7][N:8]1[CH2:13][CH2:12][CH:11]([O:14][C:15]2[CH:24]=[C:23](F)[CH:22]=[C:21]3[C:16]=2[C:17](=[O:26])[NH:18][CH:19]=[N:20]3)[CH2:10][CH2:9]1)([CH3:4])([CH3:3])[CH3:2].[CH3:27][N:28]1[CH2:33][CH2:32][N:31]([CH2:34][CH2:35][CH2:36][OH:37])[CH2:30][CH2:29]1.CC(C)([O-])C.[K+], predict the reaction product. The product is: [NH3:8].[C:1]([O:5][CH2:6][CH2:7][N:8]1[CH2:13][CH2:12][CH:11]([O:14][C:15]2[CH:24]=[C:23]([O:37][CH2:36][CH2:35][CH2:34][N:31]3[CH2:30][CH2:29][N:28]([CH3:27])[CH2:33][CH2:32]3)[CH:22]=[C:21]3[C:16]=2[C:17](=[O:26])[NH:18][CH:19]=[N:20]3)[CH2:10][CH2:9]1)([CH3:4])([CH3:3])[CH3:2].